From a dataset of Reaction yield outcomes from USPTO patents with 853,638 reactions. Predict the reaction yield, written as a fraction of the theoretical maximum amount of product (1.0 means a 100% yield; for example, 0.34 means a 34% yield). The catalyst is COCCOC.O.C1C=CC([P]([Pd]([P](C2C=CC=CC=2)(C2C=CC=CC=2)C2C=CC=CC=2)([P](C2C=CC=CC=2)(C2C=CC=CC=2)C2C=CC=CC=2)[P](C2C=CC=CC=2)(C2C=CC=CC=2)C2C=CC=CC=2)(C2C=CC=CC=2)C2C=CC=CC=2)=CC=1. The reactants are Cl[C:2]1[CH:7]=[C:6]([O:8][C:9]2[CH:14]=[CH:13][C:12]([NH2:15])=[C:11]([F:16])[C:10]=2[CH3:17])[CH:5]=[CH:4][N:3]=1.[CH3:18][N:19]1[CH:23]=[C:22](B2OC(C)(C)C(C)(C)O2)[CH:21]=[N:20]1.C([O-])([O-])=O.[Na+].[Na+]. The product is [F:16][C:11]1[C:10]([CH3:17])=[C:9]([O:8][C:6]2[CH:5]=[CH:4][N:3]=[C:2]([C:22]3[CH:21]=[N:20][N:19]([CH3:18])[CH:23]=3)[CH:7]=2)[CH:14]=[CH:13][C:12]=1[NH2:15]. The yield is 0.750.